From a dataset of Forward reaction prediction with 1.9M reactions from USPTO patents (1976-2016). Predict the product of the given reaction. (1) Given the reactants [Cl:1][C:2]1[C:6]([C:7]([O:9]CC)=[CH2:8])=[N:5][S:4][N:3]=1.Cl, predict the reaction product. The product is: [Cl:1][C:2]1[C:6]([C:7](=[O:9])[CH3:8])=[N:5][S:4][N:3]=1. (2) Given the reactants Cl.Cl.[CH2:3]([CH:5]1[C:10]2[N:11]=[CH:12][NH:13][C:9]=2[CH2:8][CH2:7][NH:6]1)[CH3:4].C([O-])([O-])=O.[K+].[K+].Cl[C:21]([O:23][CH2:24][CH2:25][O:26][CH3:27])=[O:22].Cl, predict the reaction product. The product is: [CH2:3]([CH:5]1[C:10]2[N:11]=[CH:12][NH:13][C:9]=2[CH2:8][CH2:7][N:6]1[C:21]([O:23][CH2:24][CH2:25][O:26][CH3:27])=[O:22])[CH3:4].